The task is: Regression/Classification. Given a drug SMILES string, predict its toxicity properties. Task type varies by dataset: regression for continuous values (e.g., LD50, hERG inhibition percentage) or binary classification for toxic/non-toxic outcomes (e.g., AMES mutagenicity, cardiotoxicity, hepatotoxicity). Dataset: ld50_zhu.. This data is from Acute oral toxicity (LD50) regression data from Zhu et al.. (1) The molecule is Nc1ccncc1. The rat oral LD50 is 3.65, given as -log10 of the dose in mol/kg body weight (higher means more acutely toxic). (2) The compound is COP(=S)(OC)Oc1ccc([N+](=O)[O-])c(SC(C)C)c1. The rat oral LD50 is 2.47, given as -log10 of the dose in mol/kg body weight (higher means more acutely toxic). (3) The molecule is O=C(COc1ccc(Cl)cc1Cl)OCC=CCCl. The rat oral LD50 is 2.75, given as -log10 of the dose in mol/kg body weight (higher means more acutely toxic). (4) The molecule is COP(=S)(OC)SC(C)N1CC(=O)C(=O)C1. The rat oral LD50 is 4.70, given as -log10 of the dose in mol/kg body weight (higher means more acutely toxic). (5) The molecule is Cc1c(N)cc([N+](=O)[O-])cc1[N+](=O)[O-]. The rat oral LD50 is 2.15, given as -log10 of the dose in mol/kg body weight (higher means more acutely toxic). (6) The compound is Nc1cc(Cl)c(N)cc1Cl. The rat oral LD50 is 2.00, given as -log10 of the dose in mol/kg body weight (higher means more acutely toxic). (7) The molecule is CC(C)c1ccccc1. The rat oral LD50 is 1.93, given as -log10 of the dose in mol/kg body weight (higher means more acutely toxic). (8) The drug is ClP(Cl)c1ccccc1. The rat oral LD50 is 2.95, given as -log10 of the dose in mol/kg body weight (higher means more acutely toxic). (9) The compound is CCOC(OCC)C(=O)c1ccccc1. The rat oral LD50 is 1.55, given as -log10 of the dose in mol/kg body weight (higher means more acutely toxic).